This data is from Reaction yield outcomes from USPTO patents with 853,638 reactions. The task is: Predict the reaction yield, written as a fraction of the theoretical maximum amount of product (1.0 means a 100% yield; for example, 0.34 means a 34% yield). (1) The reactants are N1C=CN=CC=1[N:7]1[CH2:12][CH2:11][CH:10]([NH2:13])[CH2:9][CH2:8]1.ClCC([N:18]1[CH2:22][C:21](F)(F)C[C@H:19]1[C:25]#[N:26])=O.C(N=P1(N(CC)CC)N(C)CCCN1C)(C)(C)C.Cl. The yield is 0.600. The product is [N:18]1[CH:19]=[CH:25][N:26]=[CH:21][C:22]=1[CH:12]1[CH2:11][CH:10]([NH2:13])[CH2:9][CH2:8][NH:7]1. The catalyst is C(#N)C.C(OCC)C. (2) The reactants are [CH3:1][C:2]1[CH:11]=[CH:10][C:5]2[N:6]=[C:7]([NH2:9])[S:8][C:4]=2[CH:3]=1.C(N(C(C)C)CC)(C)C.CNC1(NC)C=CN=CC1.[Cl:31][C:32]1[CH:33]=[C:34]([CH:38]=[CH:39][CH:40]=1)[C:35](Cl)=[O:36]. The catalyst is O1CCCC1. The product is [Cl:31][C:32]1[CH:33]=[C:34]([CH:38]=[CH:39][CH:40]=1)[C:35]([NH:9][C:7]1[S:8][C:4]2[CH:3]=[C:2]([CH3:1])[CH:11]=[CH:10][C:5]=2[N:6]=1)=[O:36]. The yield is 0.560. (3) The reactants are [CH3:1][C:2]1[CH:3]=[C:4]([CH:8]=[CH:9][C:10]=1[CH3:11])[C:5]([OH:7])=O.N[NH:13][C@@H:14]([CH2:19][OH:20])[CH2:15][CH:16]([CH3:18])[CH3:17]. No catalyst specified. The product is [OH:20][CH2:19][C@H:14]([NH:13][C:5](=[O:7])[C:4]1[CH:8]=[CH:9][C:10]([CH3:11])=[C:2]([CH3:1])[CH:3]=1)[CH2:15][CH:16]([CH3:18])[CH3:17]. The yield is 0.750. (4) The reactants are [C:1]1([C:7]2[N:11]=[C:10]([CH2:12][C:13]#[N:14])[N:9]([C:15]3[CH:20]=[CH:19][CH:18]=[CH:17][N:16]=3)[N:8]=2)[CH:6]=[CH:5][CH:4]=[CH:3][CH:2]=1.C[Si](C)(C)Cl.[BH4-].[Li+]. The catalyst is C1COCC1. The product is [C:1]1([C:7]2[N:11]=[C:10]([CH2:12][CH2:13][NH2:14])[N:9]([C:15]3[CH:20]=[CH:19][CH:18]=[CH:17][N:16]=3)[N:8]=2)[CH:2]=[CH:3][CH:4]=[CH:5][CH:6]=1. The yield is 0.700.